This data is from Forward reaction prediction with 1.9M reactions from USPTO patents (1976-2016). The task is: Predict the product of the given reaction. Given the reactants [C:1]([N:5]1[C:9]2=[N:10][CH:11]=[N:12][C:13]([NH2:14])=[C:8]2[C:7]([C:15]2[C:24]3[C:19](=[CH:20][CH:21]=[CH:22][CH:23]=3)[CH:18]=[CH:17][CH:16]=2)=[N:6]1)([CH3:4])([CH3:3])[CH3:2].[ClH:25], predict the reaction product. The product is: [ClH:25].[C:1]([N:5]1[C:9]2=[N:10][CH:11]=[N:12][C:13]([NH2:14])=[C:8]2[C:7]([C:15]2[C:24]3[C:19](=[CH:20][CH:21]=[CH:22][CH:23]=3)[CH:18]=[CH:17][CH:16]=2)=[N:6]1)([CH3:4])([CH3:2])[CH3:3].